From a dataset of Catalyst prediction with 721,799 reactions and 888 catalyst types from USPTO. Predict which catalyst facilitates the given reaction. (1) The catalyst class is: 1. Reactant: [F:1][C:2]1[CH:27]=[CH:26][C:5]([CH2:6][N:7]2[C:15]3[C:10](=[CH:11][CH:12]=[CH:13][CH:14]=3)[CH:9]=[C:8]2[C:16]([N:18]2[CH2:23][CH2:22][CH:21]([CH:24]=O)[CH2:20][CH2:19]2)=[O:17])=[CH:4][CH:3]=1.[CH3:28][C@@H:29]([NH2:36])[C:30]1[CH:35]=[CH:34][CH:33]=[CH:32][CH:31]=1.C([BH3-])#N.[Na+].C(O)(=O)C. Product: [F:1][C:2]1[CH:27]=[CH:26][C:5]([CH2:6][N:7]2[C:15]3[C:10](=[CH:11][CH:12]=[CH:13][CH:14]=3)[CH:9]=[C:8]2[C:16]([N:18]2[CH2:23][CH2:22][CH:21]([CH2:24][NH:36][C@@H:29]([C:30]3[CH:35]=[CH:34][CH:33]=[CH:32][CH:31]=3)[CH3:28])[CH2:20][CH2:19]2)=[O:17])=[CH:4][CH:3]=1. (2) Reactant: [Cl:1][C:2]1[CH:3]=[C:4]([C@@H:8]2[C@@H:13]([C:14]3[CH:19]=[CH:18][C:17]([Cl:20])=[CH:16][CH:15]=3)[N:12]([CH2:21][CH:22]3[CH2:24][CH2:23]3)[C:11](=[O:25])[C@@H:10]([CH2:26][C:27](O)=[O:28])[CH2:9]2)[CH:5]=[CH:6][CH:7]=1.Cl.[NH2:31][CH2:32][C:33]([O:35][CH2:36][CH3:37])=[O:34].Cl.C(N=C=NCCCN(C)C)C.N1C2C(=NC=CC=2)N(O)N=1.C(=O)([O-])O.[Na+]. Product: [Cl:1][C:2]1[CH:3]=[C:4]([C@@H:8]2[C@@H:13]([C:14]3[CH:19]=[CH:18][C:17]([Cl:20])=[CH:16][CH:15]=3)[N:12]([CH2:21][CH:22]3[CH2:23][CH2:24]3)[C:11](=[O:25])[C@@H:10]([CH2:26][C:27]([NH:31][CH2:32][C:33]([O:35][CH2:36][CH3:37])=[O:34])=[O:28])[CH2:9]2)[CH:5]=[CH:6][CH:7]=1. The catalyst class is: 18. (3) Reactant: CO[C:3](=[O:14])[C:4]1[C:9]([Cl:10])=[CH:8][C:7]([Cl:11])=[CH:6][C:5]=1[CH2:12]Br.[F:15][CH:16]([F:26])[O:17][C:18]1[CH:25]=[CH:24][C:21]([CH2:22][NH2:23])=[CH:20][CH:19]=1.C([O-])([O-])=O.[K+].[K+].C(OCC)(=O)C. Product: [Cl:11][C:7]1[CH:6]=[C:5]2[C:4](=[C:9]([Cl:10])[CH:8]=1)[C:3](=[O:14])[N:23]([CH2:22][C:21]1[CH:20]=[CH:19][C:18]([O:17][CH:16]([F:15])[F:26])=[CH:25][CH:24]=1)[CH2:12]2. The catalyst class is: 345. (4) Reactant: [Cl:1][C:2]1[N:7]=[C:6]([NH:8][CH2:9][C@H:10]2[CH2:15][CH2:14][CH2:13][N:12]([C:16]([O:18][C:19]([CH3:22])([CH3:21])[CH3:20])=[O:17])[CH2:11]2)[C:5]([C:23]#[C:24][C:25]2[CH:30]=[CH:29][CH:28]=[CH:27][C:26]=2[Cl:31])=[CH:4][N:3]=1.CC(C)([O-])C.[K+]. Product: [Cl:1][C:2]1[N:3]=[CH:4][C:5]2[CH:23]=[C:24]([C:25]3[CH:30]=[CH:29][CH:28]=[CH:27][C:26]=3[Cl:31])[N:8]([CH2:9][C@H:10]3[CH2:15][CH2:14][CH2:13][N:12]([C:16]([O:18][C:19]([CH3:20])([CH3:21])[CH3:22])=[O:17])[CH2:11]3)[C:6]=2[N:7]=1. The catalyst class is: 296. (5) Reactant: [CH3:1][C:2]1[C:6]([C:7]2[C:16]3[O:15][CH2:14][C@H:13]([C:17]4[CH:22]=[CH:21][CH:20]=[CH:19][N:18]=4)[N:12]4[C:23]([C:25]5[CH2:26][CH2:27][N:28]([C:31](OC(C)(C)C)=[O:32])[CH2:29][CH:30]=5)=[N:24][C:10]([C:11]=34)=[CH:9][CH:8]=2)=[C:5]([CH3:38])[O:4][N:3]=1.Cl.O1CCOC[CH2:41]1. Product: [C:31]([N:28]1[CH2:29][CH2:30][CH:25]([C:23]2[N:12]3[C@@H:13]([C:17]4[CH:22]=[CH:21][CH:20]=[CH:19][N:18]=4)[CH2:14][O:15][C:16]4=[C:11]3[C:10](=[CH:9][CH:8]=[C:7]4[C:6]3[C:2]([CH3:1])=[N:3][O:4][C:5]=3[CH3:38])[N:24]=2)[CH2:26][CH2:27]1)(=[O:32])[CH3:41]. The catalyst class is: 5.